From a dataset of Catalyst prediction with 721,799 reactions and 888 catalyst types from USPTO. Predict which catalyst facilitates the given reaction. (1) Reactant: [CH3:1][C:2]1[CH:11]=[C:10]([CH2:12][OH:13])[C:9]2[C:4](=[CH:5][CH:6]=[CH:7][CH:8]=2)[N:3]=1.C(N(CC)CC)C.[CH3:21][S:22](Cl)(=[O:24])=[O:23]. The catalyst class is: 2. Product: [CH3:1][C:2]1[CH:11]=[C:10]([CH2:12][O:13][S:22]([CH3:21])(=[O:24])=[O:23])[C:9]2[C:4](=[CH:5][CH:6]=[CH:7][CH:8]=2)[N:3]=1. (2) Reactant: [Br:1][C:2]1[CH:3]=[C:4]([CH:7]=[C:8]([CH3:10])[CH:9]=1)[CH:5]=[O:6].[CH2:11](O)[CH2:12][OH:13].O.C1(C)C=CC(S(O)(=O)=O)=CC=1.C1(C)C=CC=CC=1. Product: [Br:1][C:2]1[CH:3]=[C:4]([CH:5]2[O:13][CH2:12][CH2:11][O:6]2)[CH:7]=[C:8]([CH3:10])[CH:9]=1. The catalyst class is: 28. (3) Reactant: C[O:2][C:3]1[C:21]([C:22]([F:25])([F:24])[F:23])=[CH:20][C:6]([C:7]([N:9]2[C:13]3[CH:14]=[CH:15][CH:16]=[CH:17][C:12]=3[S:11](=[O:19])(=[O:18])[CH2:10]2)=[O:8])=[CH:5][C:4]=1[C:26]([N:28]1[CH2:32][CH2:31][CH2:30][CH2:29]1)=[O:27].[Cl-].[Li+].Cl. Product: [OH:2][C:3]1[C:21]([C:22]([F:25])([F:24])[F:23])=[CH:20][C:6]([C:7]([N:9]2[C:13]3[CH:14]=[CH:15][CH:16]=[CH:17][C:12]=3[S:11](=[O:19])(=[O:18])[CH2:10]2)=[O:8])=[CH:5][C:4]=1[C:26]([N:28]1[CH2:29][CH2:30][CH2:31][CH2:32]1)=[O:27]. The catalyst class is: 9. (4) Reactant: [C:1]([C:4]1[C:12]2[C:7](=[CH:8][CH:9]=[C:10]([NH:13][C:14]3[CH:15]=[N:16][CH:17]=[N:18][CH:19]=3)[CH:11]=2)[N:6]([CH2:20][C:21](O)=[O:22])[CH:5]=1)(=[O:3])[CH3:2].CN(C(ON1N=NC2C=CC=NC1=2)=[N+](C)C)C.F[P-](F)(F)(F)(F)F.CCN(C(C)C)C(C)C.Cl.[S:58]1[C:62]2[CH:63]=[CH:64][CH:65]=[CH:66][C:61]=2[N:60]=[C:59]1[CH2:67][NH:68][C:69]([C@@H:71]1[CH2:75][C@@H:74]([F:76])[CH2:73][NH:72]1)=[O:70]. Product: [C:1]([C:4]1[C:12]2[C:7](=[CH:8][CH:9]=[C:10]([NH:13][C:14]3[CH:15]=[N:16][CH:17]=[N:18][CH:19]=3)[CH:11]=2)[N:6]([CH2:20][C:21]([N:72]2[CH2:73][C@H:74]([F:76])[CH2:75][C@H:71]2[C:69]([NH:68][CH2:67][C:59]2[S:58][C:62]3[CH:63]=[CH:64][CH:65]=[CH:66][C:61]=3[N:60]=2)=[O:70])=[O:22])[CH:5]=1)(=[O:3])[CH3:2]. The catalyst class is: 3. (5) Reactant: [Si:1]([O:8][C:9]1[CH:14]=[CH:13][C:12]([CH2:15][CH2:16][C:17]([NH2:19])=[O:18])=[CH:11][CH:10]=1)([C:4]([CH3:7])([CH3:6])[CH3:5])([CH3:3])[CH3:2].[CH2:20]([SnH:24]([CH2:29][CH2:30][CH2:31][CH3:32])[CH2:25][CH2:26][CH2:27][CH3:28])[CH2:21][CH2:22][CH3:23].C(Cl)(Cl)(Cl)Cl. Product: [CH2:29]([Sn:24]([CH2:20][CH2:21][CH2:22][CH3:23])([CH2:25][CH2:26][CH2:27][CH3:28])/[C:16](=[CH:15]/[C:12]1[CH:11]=[CH:10][C:9]([O:8][Si:1]([C:4]([CH3:7])([CH3:6])[CH3:5])([CH3:3])[CH3:2])=[CH:14][CH:13]=1)/[C:17]([NH2:19])=[O:18])[CH2:30][CH2:31][CH3:32]. The catalyst class is: 7. (6) Reactant: [ClH:1].[CH2:2]([C:4]1[S:5][C:6]2[C:15]3[CH:14]=[CH:13][CH:12]=[CH:11][C:10]=3[N:9]=[C:8]([NH2:16])[C:7]=2[N:17]=1)[CH3:3]. Product: [ClH:1].[CH2:2]([C:4]1[S:5][C:6]2[C:15]3[CH:14]=[CH:13][CH:12]=[CH:11][C:10]=3[N:9]=[C:8]([NH2:16])[C:7]=2[N:17]=1)[CH3:3]. The catalyst class is: 32. (7) Reactant: [Cl:1][C:2]1[CH:3]=[C:4]([CH:6]=[CH:7][C:8]=1[F:9])[NH2:5].Br[CH2:11][C:12]1[S:16][CH:15]=[N:14][C:13]=1[CH3:17].C(N(CC)CC)C. Product: [Cl:1][C:2]1[CH:3]=[C:4]([CH:6]=[CH:7][C:8]=1[F:9])[NH:5][CH2:11][C:12]1[S:16][CH:15]=[N:14][C:13]=1[CH3:17]. The catalyst class is: 2.